Dataset: Catalyst prediction with 721,799 reactions and 888 catalyst types from USPTO. Task: Predict which catalyst facilitates the given reaction. (1) Reactant: [Cl-].[Al+3].[Cl-].[Cl-].C(Cl)(=O)C=CC.O[C:12]1[CH:13]=[C:14]2[C:18](=[CH:19][CH:20]=1)[C:17](=[O:21])[CH2:16][CH2:15]2.O. Product: [C:17]1(=[O:21])[C:18]2[C:14](=[CH:13][CH:12]=[CH:20][CH:19]=2)[CH2:15][CH2:16]1. The catalyst class is: 534. (2) Reactant: [Na:1].[S:2]([NH:12][N:13]=[CH:14][C:15]1[CH:20]=[CH:19][C:18]([Cl:21])=[CH:17][CH:16]=1)([C:5]1[CH:11]=[CH:10][C:8]([CH3:9])=[CH:7][CH:6]=1)(=[O:4])=[O:3]. Product: [Na:1].[Na:1].[S:2]([NH:12][N:13]=[CH:14][C:15]1[CH:20]=[CH:19][C:18]([Cl:21])=[CH:17][CH:16]=1)([C:5]1[CH:11]=[CH:10][C:8]([CH3:9])=[CH:7][CH:6]=1)(=[O:4])=[O:3]. The catalyst class is: 5.